This data is from Full USPTO retrosynthesis dataset with 1.9M reactions from patents (1976-2016). The task is: Predict the reactants needed to synthesize the given product. (1) Given the product [N:35]1([C:17]2[N:16]=[C:15]([NH:41][C:42]3[CH:43]=[N:44][CH:45]=[CH:46][CH:47]=3)[CH:20]=[C:19]([C:21]3[CH:26]=[CH:25][CH:24]=[C:23]([O:27][CH2:28][C:29]4[CH:30]=[CH:31][CH:32]=[CH:33][CH:34]=4)[CH:22]=3)[N:18]=2)[CH2:36][CH2:37][O:38][CH2:39][CH2:40]1, predict the reactants needed to synthesize it. The reactants are: C([O-])([O-])=O.[Cs+].[Cs+].FC(S(O[C:15]1[CH:20]=[C:19]([C:21]2[CH:26]=[CH:25][CH:24]=[C:23]([O:27][CH2:28][C:29]3[CH:34]=[CH:33][CH:32]=[CH:31][CH:30]=3)[CH:22]=2)[N:18]=[C:17]([N:35]2[CH2:40][CH2:39][O:38][CH2:37][CH2:36]2)[N:16]=1)(=O)=O)(F)F.[NH2:41][C:42]1[CH:43]=[N:44][CH:45]=[CH:46][CH:47]=1. (2) The reactants are: C([Li])CCC.Br[C:7]1[CH:12]=[C:11]([C:13]([F:16])([F:15])[F:14])[CH:10]=[CH:9][C:8]=1[O:17][CH2:18][C:19]1[CH:24]=[CH:23][CH:22]=[CH:21][CH:20]=1.[CH2:25]([S:27][C:28]1[CH:35]=[CH:34][C:31]([CH:32]=[O:33])=[CH:30][CH:29]=1)[CH3:26]. Given the product [CH2:18]([O:17][C:8]1[CH:9]=[CH:10][C:11]([C:13]([F:16])([F:15])[F:14])=[CH:12][C:7]=1[CH:32]([C:31]1[CH:34]=[CH:35][C:28]([S:27][CH2:25][CH3:26])=[CH:29][CH:30]=1)[OH:33])[C:19]1[CH:24]=[CH:23][CH:22]=[CH:21][CH:20]=1, predict the reactants needed to synthesize it.